Dataset: Full USPTO retrosynthesis dataset with 1.9M reactions from patents (1976-2016). Task: Predict the reactants needed to synthesize the given product. (1) The reactants are: [NH2:1][C@H:2]1[CH2:6][CH2:5][N:4]([C:7]2[C:20]([Cl:21])=[CH:19][CH:18]=[CH:17][C:8]=2/[CH:9]=[C:10]2/[C:11](=[O:16])[NH:12][C:13](=[O:15])[S:14]/2)[CH2:3]1.[CH3:22][N:23]1[CH:27]=[CH:26][N:25]=[C:24]1[C:28](O)=[O:29].CN(C(ON1N=NC2C=CC=NC1=2)=[N+](C)C)C.F[P-](F)(F)(F)(F)F.CCN(C(C)C)C(C)C. Given the product [Cl:21][C:20]1[CH:19]=[CH:18][CH:17]=[C:8](/[CH:9]=[C:10]2/[C:11](=[O:16])[NH:12][C:13](=[O:15])[S:14]/2)[C:7]=1[N:4]1[CH2:5][CH2:6][C@H:2]([NH:1][C:28]([C:24]2[N:23]([CH3:22])[CH:27]=[CH:26][N:25]=2)=[O:29])[CH2:3]1, predict the reactants needed to synthesize it. (2) Given the product [CH2:1]([O:3][C:4](=[O:27])[C:5]1[CH:10]=[C:9]([F:11])[C:8]([N:12]2[CH2:16][CH2:15][C@H:14]([NH:17][C:18]([O:20][C:21]([CH3:24])([CH3:23])[CH3:22])=[O:19])[CH2:13]2)=[C:7]([Cl:25])[C:6]=1[NH:32][CH:28]([CH2:30][CH3:31])[CH3:29])[CH3:2], predict the reactants needed to synthesize it. The reactants are: [CH2:1]([O:3][C:4](=[O:27])[C:5]1[CH:10]=[C:9]([F:11])[C:8]([N:12]2[CH2:16][CH2:15][C@H:14]([NH:17][C:18]([O:20][C:21]([CH3:24])([CH3:23])[CH3:22])=[O:19])[CH2:13]2)=[C:7]([Cl:25])[C:6]=1F)[CH3:2].[CH:28]([NH2:32])([CH2:30][CH3:31])[CH3:29]. (3) Given the product [NH:16]([C:2]1[N:7]=[CH:6][C:5]([C:8]2[CH:9]=[CH:10][C:11](=[O:15])[N:12]([CH3:14])[CH:13]=2)=[CH:4][CH:3]=1)[NH2:17], predict the reactants needed to synthesize it. The reactants are: Cl[C:2]1[N:7]=[CH:6][C:5]([C:8]2[CH:9]=[CH:10][C:11](=[O:15])[N:12]([CH3:14])[CH:13]=2)=[CH:4][CH:3]=1.[NH2:16][NH2:17].CO. (4) Given the product [OH:6][C:5]1[C:2]([CH3:1])([C:8]2[CH:13]=[CH:12][CH:11]=[CH:10][CH:9]=2)[C:3](=[O:7])[C:4]=1[CH:26]([C:21]1[CH:20]=[CH:19][C:18]2[C:23](=[CH:24][CH:25]=[C:16]([O:15][CH3:14])[CH:17]=2)[CH:22]=1)[C:28]1[CH:29]=[CH:30][CH:31]=[CH:32][CH:33]=1, predict the reactants needed to synthesize it. The reactants are: [CH3:1][C:2]1([C:8]2[CH:13]=[CH:12][CH:11]=[CH:10][CH:9]=2)[C:5](=[O:6])[CH2:4][C:3]1=[O:7].[CH3:14][O:15][C:16]1[CH:17]=[C:18]2[C:23](=[CH:24][CH:25]=1)[CH:22]=[C:21]([CH:26]([C:28]1[CH:33]=[CH:32][CH:31]=[CH:30][CH:29]=1)O)[CH:20]=[CH:19]2. (5) Given the product [Cl:24][C:23]1[CH:22]=[CH:21][CH:20]=[C:19]([Cl:25])[C:18]=1[N:16]1[CH:15]=[C:14]2[C:9]([NH:8][C:4]3[CH:3]=[C:2]([NH:27][CH3:26])[N:7]=[CH:6][N:5]=3)=[N:10][CH:11]=[CH:12][C:13]2=[N:17]1, predict the reactants needed to synthesize it. The reactants are: Cl[C:2]1[N:7]=[CH:6][N:5]=[C:4]([NH:8][C:9]2[C:14]3=[CH:15][N:16]([C:18]4[C:23]([Cl:24])=[CH:22][CH:21]=[CH:20][C:19]=4[Cl:25])[N:17]=[C:13]3[CH:12]=[CH:11][N:10]=2)[CH:3]=1.[CH3:26][NH2:27]. (6) Given the product [CH2:24]([O:31][C:32]1[CH:37]=[CH:36][N:35]([C:2]2[C:3]([F:23])=[CH:4][C:5]3[C:6]4[CH2:15][N:14]([C:16]([O:18][C:19]([CH3:22])([CH3:21])[CH3:20])=[O:17])[CH2:13][CH2:12][C:7]=4[N:8]([CH3:11])[C:9]=3[CH:10]=2)[C:34](=[O:38])[CH:33]=1)[C:25]1[CH:26]=[CH:27][CH:28]=[CH:29][CH:30]=1, predict the reactants needed to synthesize it. The reactants are: Br[C:2]1[C:3]([F:23])=[CH:4][C:5]2[C:6]3[CH2:15][N:14]([C:16]([O:18][C:19]([CH3:22])([CH3:21])[CH3:20])=[O:17])[CH2:13][CH2:12][C:7]=3[N:8]([CH3:11])[C:9]=2[CH:10]=1.[CH2:24]([O:31][C:32]1[CH:37]=[CH:36][NH:35][C:34](=[O:38])[CH:33]=1)[C:25]1[CH:30]=[CH:29][CH:28]=[CH:27][CH:26]=1.C([O-])([O-])=O.[Cs+].[Cs+].OC1C=CC=C2C=1N=CC=C2. (7) The reactants are: [CH3:1][C:2]1([CH3:18])[CH2:6][CH2:5][CH2:4][CH:3]1[C:7]1[CH:8]=[C:9]([CH:14]=[CH:15][C:16]=1[OH:17])[C:10]([O:12][CH3:13])=[O:11].C1C=CC(N([S:26]([C:29]([F:32])([F:31])[F:30])(=[O:28])=[O:27])[S:26]([C:29]([F:32])([F:31])[F:30])(=[O:28])=[O:27])=CC=1. Given the product [CH3:1][C:2]1([CH3:18])[CH2:6][CH2:5][CH2:4][CH:3]1[C:7]1[CH:8]=[C:9]([CH:14]=[CH:15][C:16]=1[O:17][S:26]([C:29]([F:32])([F:31])[F:30])(=[O:28])=[O:27])[C:10]([O:12][CH3:13])=[O:11], predict the reactants needed to synthesize it. (8) The reactants are: [NH2:1][S:2]([C:5]1[CH:6]=[C:7]([NH:11][C:12]2[N:17]=[C:16]([NH:18][C:19]3[CH:24]=[CH:23][C:22]([CH2:25][C:26]4[CH:31]=[CH:30][N:29]=[CH:28][CH:27]=4)=[CH:21][CH:20]=3)[C:15]([F:32])=[CH:14][N:13]=2)[CH:8]=[CH:9][CH:10]=1)(=[O:4])=[O:3].[OH:33]O. Given the product [NH2:1][S:2]([C:5]1[CH:6]=[C:7]([NH:11][C:12]2[N:17]=[C:16]([NH:18][C:19]3[CH:20]=[CH:21][C:22]([CH2:25][C:26]4[CH:31]=[CH:30][N+:29]([O-:33])=[CH:28][CH:27]=4)=[CH:23][CH:24]=3)[C:15]([F:32])=[CH:14][N:13]=2)[CH:8]=[CH:9][CH:10]=1)(=[O:4])=[O:3], predict the reactants needed to synthesize it. (9) The reactants are: [CH:1]1([CH2:4][O:5][C:6]2[CH:11]=[CH:10][C:9]([S:12]([CH2:15][CH3:16])(=[O:14])=[O:13])=[CH:8][C:7]=2B2OC(C)(C)C(C)(C)O2)[CH2:3][CH2:2]1.Br[C:27]1[C:28]2[CH:37]=[C:36]([C:38]([NH2:40])=[O:39])[S:35][C:29]=2[C:30](=[O:34])[N:31]([CH3:33])[CH:32]=1.[O-]P([O-])([O-])=O.[K+].[K+].[K+]. Given the product [CH:1]1([CH2:4][O:5][C:6]2[CH:11]=[CH:10][C:9]([S:12]([CH2:15][CH3:16])(=[O:13])=[O:14])=[CH:8][C:7]=2[C:27]2[C:28]3[CH:37]=[C:36]([C:38]([NH2:40])=[O:39])[S:35][C:29]=3[C:30](=[O:34])[N:31]([CH3:33])[CH:32]=2)[CH2:2][CH2:3]1, predict the reactants needed to synthesize it.